This data is from Reaction yield outcomes from USPTO patents with 853,638 reactions. The task is: Predict the reaction yield, written as a fraction of the theoretical maximum amount of product (1.0 means a 100% yield; for example, 0.34 means a 34% yield). The reactants are [CH3:1][O:2][C:3]([C:5]1[C:13]2[C:8](=[CH:9][C:10]([Cl:14])=[CH:11][CH:12]=2)[NH:7][N:6]=1)=[O:4].[O:15]1[CH:20]=[CH:19][CH2:18][CH2:17][CH2:16]1.C([O-])(O)=O.[Na+]. The catalyst is CC#N.C1(C)C=CC(S(O)(=O)=O)=CC=1. The product is [CH3:1][O:2][C:3]([C:5]1[C:13]2[C:8](=[CH:9][C:10]([Cl:14])=[CH:11][CH:12]=2)[N:7]([CH:16]2[CH2:17][CH2:18][CH2:19][CH2:20][O:15]2)[N:6]=1)=[O:4]. The yield is 0.660.